Dataset: Forward reaction prediction with 1.9M reactions from USPTO patents (1976-2016). Task: Predict the product of the given reaction. Given the reactants [Br:1][C:2]1[CH:32]=[CH:31][C:5]([CH2:6][O:7][C:8]2[CH:13]=[CH:12][C:11]([CH:14]([C:23]3([OH:29])[CH2:28][CH2:27][CH2:26][CH2:25][CH2:24]3)[CH2:15][N:16]3[CH2:21][CH2:20][N:19]([CH3:22])[CH2:18][CH2:17]3)=[CH:10][C:9]=2[Cl:30])=[C:4]([F:33])[CH:3]=1.Cl.Cl.[Cl:36]C1C=C(C(C2(O)CCCCC2)CN2CCNCC2)C=CC=1OCC1C=CC=CC=1C(F)(F)F, predict the reaction product. The product is: [ClH:30].[ClH:36].[Br:1][C:2]1[CH:32]=[CH:31][C:5]([CH2:6][O:7][C:8]2[CH:13]=[CH:12][C:11]([CH:14]([C:23]3([OH:29])[CH2:28][CH2:27][CH2:26][CH2:25][CH2:24]3)[CH2:15][N:16]3[CH2:17][CH2:18][N:19]([CH3:22])[CH2:20][CH2:21]3)=[CH:10][C:9]=2[Cl:30])=[C:4]([F:33])[CH:3]=1.